Dataset: Full USPTO retrosynthesis dataset with 1.9M reactions from patents (1976-2016). Task: Predict the reactants needed to synthesize the given product. (1) Given the product [F:21][C:18]1[CH:19]=[CH:20][C:15]([CH2:14][N:11]2[CH2:10][CH2:9][N:8]3[C:7](=[C:6]([OH:22])[C:5]4[C:23](=[O:25])[N:29]([CH3:28])[N:30]=[C:1]([CH3:2])[C:4]=43)[C:12]2=[O:13])=[CH:16][CH:17]=1, predict the reactants needed to synthesize it. The reactants are: [C:1]([C:4]1[N:8]2[CH2:9][CH2:10][N:11]([CH2:14][C:15]3[CH:20]=[CH:19][C:18]([F:21])=[CH:17][CH:16]=3)[C:12](=[O:13])[C:7]2=[C:6]([OH:22])[C:5]=1[C:23]([O:25]CC)=O)(=O)[CH3:2].[CH3:28][NH:29][NH2:30].C(O)(=O)C. (2) Given the product [CH3:17][N:18]([CH2:30][C:31]1[CH:32]=[CH:33][C:34](/[CH:35]=[CH:9]/[C:10]([O:12][CH2:13][CH3:14])=[O:11])=[CH:37][CH:38]=1)[C:19]1[S:20][CH:21]=[C:22]([C:24]2[CH:25]=[CH:26][CH:27]=[CH:28][CH:29]=2)[N:23]=1, predict the reactants needed to synthesize it. The reactants are: C(OP([CH2:9][C:10]([O:12][CH2:13][CH3:14])=[O:11])(OCC)=O)C.[H-].[Na+].[CH3:17][N:18]([CH2:30][C:31]1[CH:38]=[CH:37][C:34]([CH:35]=O)=[CH:33][CH:32]=1)[C:19]1[S:20][CH:21]=[C:22]([C:24]2[CH:29]=[CH:28][CH:27]=[CH:26][CH:25]=2)[N:23]=1.O. (3) Given the product [CH3:1][N:2]1[C:6]([C:7]2[S:8][C:9]([C:14]#[CH:15])=[C:10]([Cl:13])[C:11]=2[Cl:12])=[N:5][C:4]([C:20]2[C:25]([F:26])=[CH:24][CH:23]=[CH:22][C:21]=2[Cl:27])=[N:3]1, predict the reactants needed to synthesize it. The reactants are: [CH3:1][N:2]1[C:6]([C:7]2[S:8][C:9]([C:14]#[C:15][Si](C)(C)C)=[C:10]([Cl:13])[C:11]=2[Cl:12])=[N:5][C:4]([C:20]2[C:25]([F:26])=[CH:24][CH:23]=[CH:22][C:21]=2[Cl:27])=[N:3]1.C(=O)([O-])[O-].[K+].[K+].CCOC(C)=O.CCCCC.Cl. (4) Given the product [F:1][C:2]1[C:33]([NH:34][S:35]([CH2:38][CH2:39][CH3:40])(=[O:36])=[O:37])=[CH:32][CH:31]=[C:30]([F:41])[C:3]=1[C:4]([NH:6][C:7]1[CH:8]=[C:9]2[C:15]([CH2:16][CH2:17][CH2:18][O:19][CH3:20])=[CH:14][NH:13][C:10]2=[N:11][CH:12]=1)=[O:5], predict the reactants needed to synthesize it. The reactants are: [F:1][C:2]1[C:33]([NH:34][S:35]([CH2:38][CH2:39][CH3:40])(=[O:37])=[O:36])=[CH:32][CH:31]=[C:30]([F:41])[C:3]=1[C:4]([NH:6][C:7]1[CH:8]=[C:9]2[C:15]([C:16]#[C:17][CH2:18][O:19][CH3:20])=[CH:14][N:13](S(C3C=CC=CC=3)(=O)=O)[C:10]2=[N:11][CH:12]=1)=[O:5].CN(C)CC#CC1NC2=NC=C(NC(=O)C3C(F)=CC=C(NS(CCC)(=O)=O)C=3F)C=C2C=1. (5) Given the product [CH2:3]([O:10][C:14]1[CH:15]=[N:16][CH:17]=[C:12]([Cl:11])[N:13]=1)[C:4]1[CH:9]=[CH:8][CH:7]=[CH:6][CH:5]=1, predict the reactants needed to synthesize it. The reactants are: [H-].[Na+].[CH2:3]([OH:10])[C:4]1[CH:9]=[CH:8][CH:7]=[CH:6][CH:5]=1.[Cl:11][C:12]1[CH:17]=[N:16][CH:15]=[C:14](Cl)[N:13]=1. (6) Given the product [C:1]([O:9][CH2:10][C@@H:11]1[C:15]([O:17][C:18](=[O:20])[CH3:19])([CH3:16])[C@:14]([F:22])([CH3:21])[CH:13]([N:23]2[CH:31]=[N:30][C:29]3[C:24]2=[N:25][CH:26]=[N:27][C:28]=3[NH:40][CH:33]2[CH2:39][CH2:38][CH2:37][CH2:36][CH2:35][CH2:34]2)[O:12]1)(=[O:8])[C:2]1[CH:7]=[CH:6][CH:5]=[CH:4][CH:3]=1, predict the reactants needed to synthesize it. The reactants are: [C:1]([O:9][CH2:10][C@@H:11]1[C:15]([O:17][C:18](=[O:20])[CH3:19])([CH3:16])[C@:14]([F:22])([CH3:21])[CH:13]([N:23]2[CH:31]=[N:30][C:29]3[C:24]2=[N:25][CH:26]=[N:27][C:28]=3Cl)[O:12]1)(=[O:8])[C:2]1[CH:7]=[CH:6][CH:5]=[CH:4][CH:3]=1.[CH:33]1([NH2:40])[CH2:39][CH2:38][CH2:37][CH2:36][CH2:35][CH2:34]1.O. (7) Given the product [NH2:61][CH2:65][C:29]1[CH:28]=[CH:27][C:26]([C:45]([NH:50][NH:51][C:15](=[O:16])[C@H:2]([NH:1][C:18]([O:20][C:21]([CH3:24])([CH3:23])[CH3:22])=[O:19])[CH2:3][C:4]2[C:5]([F:6])=[C:7]([F:8])[C:9]([F:10])=[C:11]([F:12])[C:13]=2[F:14])=[O:69])=[CH:25][CH:30]=1, predict the reactants needed to synthesize it. The reactants are: [NH:1]([C:18]([O:20][C:21]([CH3:24])([CH3:23])[CH3:22])=[O:19])[C@@H:2]([C:15](O)=[O:16])[CH2:3][C:4]1[C:13]([F:14])=[C:11]([F:12])[C:9]([F:10])=[C:7]([F:8])[C:5]=1[F:6].[CH:25]1[CH:26]=[CH:27][C:28]2N(O)N=N[C:29]=2[CH:30]=1.CN(C(ON1[N:51]=[N:50][C:45]2C=CC=CC1=2)=[N+](C)C)C.F[P-](F)(F)(F)(F)F.CC[N:61]([CH:65](C)C)C(C)C.C(O)(C(F)(F)F)=[O:69].